This data is from Full USPTO retrosynthesis dataset with 1.9M reactions from patents (1976-2016). The task is: Predict the reactants needed to synthesize the given product. (1) The reactants are: CS(O[CH2:6][C:7]1[CH:12]=[CH:11][CH:10]=[C:9]([C:13]2[C:17]3[C:18]([O:22][CH3:23])=[N:19][CH:20]=[CH:21][C:16]=3[N:15]([C:24]3[C:29]([F:30])=[CH:28][CH:27]=[CH:26][C:25]=3[F:31])[N:14]=2)[CH:8]=1)(=O)=O.[NH:32]1[CH2:36][CH2:35][CH2:34][CH2:33]1.C(N(CC)CC)C.C(=O)([O-])O.[Na+]. Given the product [F:31][C:25]1[CH:26]=[CH:27][CH:28]=[C:29]([F:30])[C:24]=1[N:15]1[C:16]2[CH:21]=[CH:20][N:19]=[C:18]([O:22][CH3:23])[C:17]=2[C:13]([C:9]2[CH:10]=[CH:11][CH:12]=[C:7]([CH2:6][N:32]3[CH2:36][CH2:35][CH2:34][CH2:33]3)[CH:8]=2)=[N:14]1, predict the reactants needed to synthesize it. (2) Given the product [CH3:12][O:11][C:9](=[O:10])[CH2:8][CH:2]([O:1][C:31]([O:30][CH2:23][C:24]1[CH:29]=[CH:28][CH:27]=[CH:26][CH:25]=1)=[O:32])[CH2:3][C:4]([O:6][CH3:7])=[O:5], predict the reactants needed to synthesize it. The reactants are: [OH:1][CH:2]([CH2:8][C:9]([O:11][CH3:12])=[O:10])[CH2:3][C:4]([O:6][CH3:7])=[O:5].CNC1(NC)C=CN=CC1.[CH2:23]([O:30][C:31](Cl)=[O:32])[C:24]1[CH:29]=[CH:28][CH:27]=[CH:26][CH:25]=1. (3) The reactants are: Cl[C:2]1[C:7]([CH3:8])=[N:6][C:5]([CH3:9])=[CH:4][N:3]=1.[CH:10]1[C:19]2[C:14](=[CH:15][CH:16]=[CH:17][CH:18]=2)[CH:13]=[CH:12][C:11]=1[C:20]1[CH:25]=[CH:24][C:23](B(O)O)=[CH:22][CH:21]=1.C(=O)([O-])[O-].[Na+].[Na+]. Given the product [CH3:8][C:7]1[C:2]([C:23]2[CH:22]=[CH:21][C:20]([C:11]3[CH:12]=[CH:13][C:14]4[C:19](=[CH:18][CH:17]=[CH:16][CH:15]=4)[CH:10]=3)=[CH:25][CH:24]=2)=[N:3][CH:4]=[C:5]([CH3:9])[N:6]=1, predict the reactants needed to synthesize it. (4) Given the product [C:1]([C:3]1[CH:4]=[C:5]([C:22]2[CH:27]=[CH:26][C:25]([C:28]([OH:30])=[O:29])=[CH:24][CH:23]=2)[CH:6]=[CH:7][C:8]=1[O:9][CH2:10][CH:11]1[CH2:16][CH2:15][N:14]([CH2:17][C:18]([F:21])([CH3:20])[CH3:19])[CH2:13][CH2:12]1)#[N:2], predict the reactants needed to synthesize it. The reactants are: [C:1]([C:3]1[CH:4]=[C:5]([C:22]2[CH:27]=[CH:26][C:25]([C:28]([O:30]C)=[O:29])=[CH:24][CH:23]=2)[CH:6]=[CH:7][C:8]=1[O:9][CH2:10][CH:11]1[CH2:16][CH2:15][N:14]([CH2:17][C:18]([F:21])([CH3:20])[CH3:19])[CH2:13][CH2:12]1)#[N:2].O[Li].O. (5) The reactants are: [O:1]=[C:2]1[CH:7]=[C:6]([CH:8]2[CH2:13][CH2:12][N:11](C(OC(C)(C)C)=O)[CH2:10][CH2:9]2)[N:5]2[N:21]=[C:22]3[N:27]=[CH:26][CH:25]=[N:24][C:23]3=[C:4]2[NH:3]1.[ClH:28]. Given the product [ClH:28].[NH:11]1[CH2:10][CH2:9][CH:8]([C:6]2[N:5]3[N:21]=[C:22]4[N:27]=[CH:26][CH:25]=[N:24][C:23]4=[C:4]3[NH:3][C:2](=[O:1])[CH:7]=2)[CH2:13][CH2:12]1, predict the reactants needed to synthesize it.